This data is from Reaction yield outcomes from USPTO patents with 853,638 reactions. The task is: Predict the reaction yield, written as a fraction of the theoretical maximum amount of product (1.0 means a 100% yield; for example, 0.34 means a 34% yield). (1) The reactants are [CH3:1][N:2]1[CH:6]=[C:5]([C:7]2[N:24]([CH2:25][O:26][CH2:27][CH2:28][Si:29]([CH3:32])([CH3:31])[CH3:30])[C:10]3=[N:11][CH:12]=[C:13]([NH:15][NH:16]C(OC(C)(C)C)=O)[N:14]=[C:9]3[CH:8]=2)[CH:4]=[N:3]1.Cl.O1CCOCC1. The catalyst is CCOC(C)=O. The yield is 0.840. The product is [NH:15]([C:13]1[N:14]=[C:9]2[CH:8]=[C:7]([C:5]3[CH:4]=[N:3][N:2]([CH3:1])[CH:6]=3)[N:24]([CH2:25][O:26][CH2:27][CH2:28][Si:29]([CH3:32])([CH3:31])[CH3:30])[C:10]2=[N:11][CH:12]=1)[NH2:16]. (2) The reactants are C(OC(=O)[NH:7][C@@H:8]1[C:14](=[O:15])[NH:13][C:12]2[CH:16]=[CH:17][CH:18]=[CH:19][C:11]=2[O:10][C@@H:9]1[CH2:20][CH3:21])(C)(C)C.P(=O)(O)(O)O. The catalyst is O1CCCC1. The product is [NH2:7][C@@H:8]1[C:14](=[O:15])[NH:13][C:12]2[CH:16]=[CH:17][CH:18]=[CH:19][C:11]=2[O:10][C@@H:9]1[CH2:20][CH3:21]. The yield is 0.810. (3) The reactants are [S:1]1[CH:5]=[CH:4][C:3]([C:6]([OH:8])=O)=[CH:2]1.C(Cl)(=O)C(Cl)=O.[CH3:15][C:16]1[CH:17]=[C:18]([CH:20]=[CH:21][C:22]=1[I:23])N.C([O-])([O-])=O.[K+].[K+].[NH2:30]C1C=CC=CC=1. The catalyst is C(Cl)Cl.CN(C=O)C.N1C=CC=CC=1. The product is [I:23][C:22]1[CH:21]=[C:20]([NH:30][C:6]([C:3]2[CH:4]=[CH:5][S:1][CH:2]=2)=[O:8])[CH:18]=[CH:17][C:16]=1[CH3:15]. The yield is 0.290. (4) The reactants are [CH3:1][N:2]([CH3:29])[C:3]1[N:8]=[CH:7][C:6]([C:9]2[C:22]3[C:17](=[CH:18][C:19]([O:25][CH2:26][CH3:27])=[C:20]([O:23][CH3:24])[CH:21]=3)[C@@H:16]3[C@@H:11]([CH2:12][CH2:13][C@@H:14]([OH:28])[CH2:15]3)[N:10]=2)=[CH:5][N:4]=1.[C:30]([OH:39])(=[O:38])[C@@H:31]([C@H:33]([C:35]([OH:37])=[O:36])[OH:34])[OH:32]. The catalyst is ClCCl.CC(C)=O.C(O)(C)C. The product is [C:35]([C@@H:33]([C@H:31]([C:30]([OH:39])=[O:38])[OH:32])[OH:34])([OH:37])=[O:36].[CH3:29][N:2]([CH3:1])[C:3]1[N:4]=[CH:5][C:6]([C:9]2[C:22]3[C:17](=[CH:18][C:19]([O:25][CH2:26][CH3:27])=[C:20]([O:23][CH3:24])[CH:21]=3)[C@@H:16]3[C@@H:11]([CH2:12][CH2:13][C@@H:14]([OH:28])[CH2:15]3)[N:10]=2)=[CH:7][N:8]=1. The yield is 0.610. (5) The product is [CH3:1][O:2][C:3]1[CH:8]=[CH:7][CH:6]=[CH:5][C:4]=1[CH2:9][CH2:10][C:11]1[N:12]([C:16]2[CH:21]=[CH:20][C:19]([N:22]3[C:36](=[O:37])[CH2:35][C:34](=[O:41])[NH:33][C:24]4[C:25]5[C:30]([CH:31]=[CH:32][C:23]3=4)=[CH:29][CH:28]=[CH:27][CH:26]=5)=[CH:18][CH:17]=2)[CH:13]=[CH:14][N:15]=1. No catalyst specified. The reactants are [CH3:1][O:2][C:3]1[CH:8]=[CH:7][CH:6]=[CH:5][C:4]=1[CH2:9][CH2:10][C:11]1[N:12]([C:16]2[CH:21]=[CH:20][C:19]([NH:22][C:23]3[CH:32]=[CH:31][C:30]4[C:25](=[CH:26][CH:27]=[CH:28][CH:29]=4)[C:24]=3[NH:33][C:34](=[O:41])[CH2:35][C:36](OCC)=[O:37])=[CH:18][CH:17]=2)[CH:13]=[CH:14][N:15]=1.[N+](C1C2C(=CC=CC=2)C=CC=1NC1C=CC(N)=CC=1)([O-])=O.COC1C=CC=CC=1CCC(O)=O.O=C(NC1C2C(=CC=CC=2)C=CC=1NC1C=CC=C(N2C(CCC3C=CC=CN=3)=NN=N2)C=1)C(OCC)=O.Cl.FC1C=C(CCC2N(C3C=CC(N4C(=O)CC(=O)NC5C6C(C=CC4=5)=CC=CC=6)=CC=3)C=CN=2)C=CC=1.N1C=CC=CC=1CCC1N(C2C=C(NC3C(N)=CC=C4C=3C=CC=C4)C=CC=2)N=NN=1.Cl.N1C=CC=CC=1CCC1N(C2C=C(N3C4C=CC5C=CC=CC=5C=4NC(=O)C3=O)C=CC=2)N=NN=1. The yield is 0.310. (6) The reactants are [OH:1][C:2]([CH3:7])([CH3:6])[C:3]([OH:5])=[O:4].O1[B:13]([C@@H:14]([NH:19][C:20](=[O:33])[CH2:21][NH:22][C:23](=[O:32])[C:24]2[CH:29]=[C:28]([Cl:30])[CH:27]=[CH:26][C:25]=2[Cl:31])[CH2:15][CH:16]([CH3:18])[CH3:17])O[B:13]([C@@H:14]([NH:19][C:20](=[O:33])[CH2:21][NH:22][C:23](=[O:32])[C:24]2[CH:29]=[C:28]([Cl:30])[CH:27]=[CH:26][C:25]=2[Cl:31])[CH2:15][CH:16]([CH3:18])[CH3:17])O[B:13]1[C@@H:14]([NH:19][C:20](=[O:33])[CH2:21][NH:22][C:23](=[O:32])[C:24]1[CH:29]=[C:28]([Cl:30])[CH:27]=[CH:26][C:25]=1[Cl:31])[CH2:15][CH:16]([CH3:18])[CH3:17]. The catalyst is CCOC(C)=O. The product is [Cl:31][C:25]1[CH:26]=[CH:27][C:28]([Cl:30])=[CH:29][C:24]=1[C:23]([NH:22][CH2:21][C:20]([NH:19][C@H:14]([B:13]1[O:1][C:2]([CH3:7])([CH3:6])[C:3](=[O:5])[O:4]1)[CH2:15][CH:16]([CH3:18])[CH3:17])=[O:33])=[O:32]. The yield is 0.960. (7) The reactants are [Si:1]([O:8][CH:9]1[CH2:14][CH2:13][CH:12]([CH2:15][C@H:16]([NH:20][C:21](=[O:27])[O:22][C:23]([CH3:26])([CH3:25])[CH3:24])[CH2:17][NH:18][CH3:19])[CH2:11][CH2:10]1)([C:4]([CH3:7])([CH3:6])[CH3:5])([CH3:3])[CH3:2].CCN(CC)CC.[C:35](Cl)([O:37][CH2:38][C:39]1[CH:44]=[CH:43][CH:42]=[CH:41][CH:40]=1)=[O:36].O. The catalyst is C(Cl)Cl. The product is [Si:1]([O:8][CH:9]1[CH2:10][CH2:11][CH:12]([CH2:15][C@H:16]([NH:20][C:21](=[O:27])[O:22][C:23]([CH3:26])([CH3:25])[CH3:24])[CH2:17][N:18]([CH3:19])[C:35]([O:37][CH2:38][C:39]2[CH:44]=[CH:43][CH:42]=[CH:41][CH:40]=2)=[O:36])[CH2:13][CH2:14]1)([C:4]([CH3:6])([CH3:7])[CH3:5])([CH3:3])[CH3:2]. The yield is 0.510.